Dataset: Full USPTO retrosynthesis dataset with 1.9M reactions from patents (1976-2016). Task: Predict the reactants needed to synthesize the given product. (1) Given the product [C:12]([C:14]1([NH:17][C:18]([C@H:20]2[CH2:24][C@H:23]([S:25]([C:28]3[CH:33]=[CH:32][C:31]([N:7]4[CH2:6][CH2:5][N:4]([CH2:3][C:2]([F:1])([F:10])[F:11])[CH2:9][CH2:8]4)=[CH:30][C:29]=3[C:35]([F:37])([F:36])[F:38])(=[O:27])=[O:26])[CH2:22][C@@H:21]2[O:39][CH:40]2[CH2:44][CH2:43][CH2:42][CH2:41]2)=[O:19])[CH2:15][CH2:16]1)#[N:13], predict the reactants needed to synthesize it. The reactants are: [F:1][C:2]([F:11])([F:10])[CH2:3][N:4]1[CH2:9][CH2:8][NH:7][CH2:6][CH2:5]1.[C:12]([C:14]1([NH:17][C:18]([C@H:20]2[CH2:24][C@H:23]([S:25]([C:28]3[CH:33]=[CH:32][C:31](Br)=[CH:30][C:29]=3[C:35]([F:38])([F:37])[F:36])(=[O:27])=[O:26])[CH2:22][C@@H:21]2[O:39][CH:40]2[CH2:44][CH2:43][CH2:42][CH2:41]2)=[O:19])[CH2:16][CH2:15]1)#[N:13].C(C1(NC([C@H]2C[C@H](S(C3C=CC(Br)=CC=3C(F)(F)F)(=O)=O)C[C@@H]2OC)=O)CC1)#N. (2) Given the product [N:1]1[C:10]2[C:5](=[CH:6][CH:7]=[CH:8][CH:9]=2)[CH:4]=[CH:3][C:2]=1[S:11][CH2:13][CH2:12][CH2:14][C:15]([OH:17])=[O:16], predict the reactants needed to synthesize it. The reactants are: [N:1]1[C:10]2[C:5](=[CH:6][CH:7]=[CH:8][CH:9]=2)[CH:4]=[CH:3][C:2]=1[SH:11].[CH2:12]([CH:14](CCBr)[C:15]([OH:17])=[O:16])[CH3:13]. (3) Given the product [OH:8][CH2:9][C:10]1[N:14]([CH:15]([C:21]2[CH:22]=[CH:23][C:24]([C:27]#[N:28])=[CH:25][CH:26]=2)[CH2:16][C:17]([O:19][CH3:20])=[O:18])[CH:13]=[N:12][CH:11]=1, predict the reactants needed to synthesize it. The reactants are: [Si]([O:8][CH2:9][C:10]1[N:14]([CH:15]([C:21]2[CH:26]=[CH:25][C:24]([C:27]#[N:28])=[CH:23][CH:22]=2)[CH2:16][C:17]([O:19][CH3:20])=[O:18])[CH:13]=[N:12][CH:11]=1)(C(C)(C)C)(C)C.C1(C)C=CC(S(O)(=O)=O)=CC=1. (4) The reactants are: [C:1]([C:3]1[CH:4]=[C:5]([CH:9]=[CH:10][C:11]=1[F:12])[C:6]([OH:8])=O)#[N:2].[C:13]1([CH2:19][C:20]([NH:22][NH2:23])=[O:21])[CH:18]=[CH:17][CH:16]=[CH:15][CH:14]=1.C(=O)([O-])O.[Na+]. Given the product [C:13]1([CH2:19][C:20]([NH:22][NH:23][C:6](=[O:8])[C:5]2[CH:9]=[CH:10][C:11]([F:12])=[C:3]([C:1]#[N:2])[CH:4]=2)=[O:21])[CH:18]=[CH:17][CH:16]=[CH:15][CH:14]=1, predict the reactants needed to synthesize it. (5) Given the product [O:2]=[CH:3][C@@H:4]([C@H:6]([C@@H:8]([C@@H:10]([CH2:12][OH:13])[OH:11])[OH:9])[OH:7])[OH:5].[O:2]=[CH:3][C@@H:4]([C@H:6]([C@@H:8]([CH2:10][OH:11])[OH:9])[OH:7])[OH:5], predict the reactants needed to synthesize it. The reactants are: N.[O:2]=[CH:3][C@@H:4]([C@H:6]([C@@H:8]([C@@H:10]([CH2:12][OH:13])[OH:11])[OH:9])[OH:7])[OH:5]. (6) Given the product [C:1]([C:5]1[N:10]=[CH:9][C:8]([C:11]2[N:12]([C:32]([N:34]3[CH2:39][CH2:38][CH:37]([CH2:40][C:41]([N:53]([CH2:52][CH2:51][O:50][CH:47]([CH3:49])[CH3:48])[CH2:54][CH2:55][O:56][CH:57]([CH3:58])[CH3:59])=[O:42])[CH2:36][CH2:35]3)=[O:33])[C@@:13]([C:25]3[CH:26]=[CH:27][C:28]([Cl:31])=[CH:29][CH:30]=3)([CH3:24])[C@@:14]([C:17]3[CH:22]=[CH:21][C:20]([Cl:23])=[CH:19][CH:18]=3)([CH3:16])[N:15]=2)=[C:7]([O:44][CH2:45][CH3:46])[CH:6]=1)([CH3:2])([CH3:4])[CH3:3], predict the reactants needed to synthesize it. The reactants are: [C:1]([C:5]1[N:10]=[CH:9][C:8]([C:11]2[N:12]([C:32]([N:34]3[CH2:39][CH2:38][CH:37]([CH2:40][C:41](O)=[O:42])[CH2:36][CH2:35]3)=[O:33])[C@@:13]([C:25]3[CH:30]=[CH:29][C:28]([Cl:31])=[CH:27][CH:26]=3)([CH3:24])[C@@:14]([C:17]3[CH:22]=[CH:21][C:20]([Cl:23])=[CH:19][CH:18]=3)([CH3:16])[N:15]=2)=[C:7]([O:44][CH2:45][CH3:46])[CH:6]=1)([CH3:4])([CH3:3])[CH3:2].[CH:47]([O:50][CH2:51][CH2:52][NH:53][CH2:54][CH2:55][O:56][CH:57]([CH3:59])[CH3:58])([CH3:49])[CH3:48]. (7) The reactants are: [C:1]([O:5][C:6](=[O:9])[CH2:7][NH2:8])([CH3:4])([CH3:3])[CH3:2].C(N(CC)CC)C.Cl[CH2:18][CH2:19][S:20](Cl)(=[O:22])=[O:21]. Given the product [CH:19]([S:20]([NH:8][CH2:7][C:6]([O:5][C:1]([CH3:4])([CH3:3])[CH3:2])=[O:9])(=[O:22])=[O:21])=[CH2:18], predict the reactants needed to synthesize it. (8) Given the product [CH3:37][O:36][CH2:35][CH2:34][O:33][CH2:32][CH2:31][CH2:30][S:6][C:7]1[N:8]([C:17]2[CH:18]=[CH:19][C:20]([O:23][CH2:24][C:25]([F:28])([F:27])[F:26])=[CH:21][CH:22]=2)[C:9](=[O:16])[C:10]2[NH:15][CH:14]=[CH:13][C:11]=2[N:12]=1, predict the reactants needed to synthesize it. The reactants are: C(=O)([O-])O.[Na+].[S:6]=[C:7]1[NH:12][C:11]2[CH:13]=[CH:14][NH:15][C:10]=2[C:9](=[O:16])[N:8]1[C:17]1[CH:22]=[CH:21][C:20]([O:23][CH2:24][C:25]([F:28])([F:27])[F:26])=[CH:19][CH:18]=1.Br[CH2:30][CH2:31][CH2:32][O:33][CH2:34][CH2:35][O:36][CH3:37].[I-].[Na+].